This data is from Reaction yield outcomes from USPTO patents with 853,638 reactions. The task is: Predict the reaction yield, written as a fraction of the theoretical maximum amount of product (1.0 means a 100% yield; for example, 0.34 means a 34% yield). The reactants are [Cl:1][C:2]1[C:3]([CH2:8][NH:9][C:10]([CH:12]2[CH2:20][CH2:19][CH:18]3[N:14]([C:15](=[O:23])[C:16]([CH3:22])([CH3:21])[CH2:17]3)[CH2:13]2)=O)=[N:4][CH:5]=[CH:6][N:7]=1.P(Cl)(Cl)(Cl)(Cl)Cl. The catalyst is CC#N. The product is [Cl:1][C:2]1[C:3]2[N:4]([C:10]([CH:12]3[CH2:20][CH2:19][CH:18]4[N:14]([C:15](=[O:23])[C:16]([CH3:22])([CH3:21])[CH2:17]4)[CH2:13]3)=[N:9][CH:8]=2)[CH:5]=[CH:6][N:7]=1. The yield is 0.528.